From a dataset of Reaction yield outcomes from USPTO patents with 853,638 reactions. Predict the reaction yield, written as a fraction of the theoretical maximum amount of product (1.0 means a 100% yield; for example, 0.34 means a 34% yield). (1) The reactants are [Cl:1][C:2]1[CH:11]=[CH:10][CH:9]=[C:8]2[C:3]=1[CH:4]=[CH:5][CH:6]=[N:7]2.[BH3-]C#N.[Na+].Cl.[OH-].[Na+]. The catalyst is CCO. The product is [Cl:1][C:2]1[CH:11]=[CH:10][CH:9]=[C:8]2[C:3]=1[CH2:4][CH2:5][CH2:6][NH:7]2. The yield is 0.950. (2) The reactants are [CH3:1][O:2][C:3]1[CH:14]=[CH:13][C:6]2[CH:7]=[C:8](B(O)O)[S:9][C:5]=2[CH:4]=1.[CH2:15]([O:17][C:18](=[O:26])[C:19]1[CH:24]=[CH:23][CH:22]=[C:21](I)[CH:20]=1)[CH3:16].C(=O)([O-])[O-].[Na+].[Na+]. The catalyst is C1C=CC([P]([Pd]([P](C2C=CC=CC=2)(C2C=CC=CC=2)C2C=CC=CC=2)([P](C2C=CC=CC=2)(C2C=CC=CC=2)C2C=CC=CC=2)[P](C2C=CC=CC=2)(C2C=CC=CC=2)C2C=CC=CC=2)(C2C=CC=CC=2)C2C=CC=CC=2)=CC=1.C1(C)C=CC=CC=1. The product is [CH3:1][O:2][C:3]1[CH:14]=[CH:13][C:6]2[CH:7]=[C:8]([C:21]3[CH:20]=[C:19]([CH:24]=[CH:23][CH:22]=3)[C:18]([O:17][CH2:15][CH3:16])=[O:26])[S:9][C:5]=2[CH:4]=1. The yield is 0.500. (3) The reactants are [F:1][C:2]1[CH:7]=[C:6]([O:8][C:9]2[CH:14]=[CH:13][CH:12]=[CH:11][CH:10]=2)[CH:5]=[CH:4][C:3]=1[C:15]1[C:23]2[C:18](=[N:19][CH:20]=[N:21][C:22]=2[NH2:24])[N:17]([C@@H:25]2[CH2:30][CH2:29][CH2:28][NH:27][CH2:26]2)[N:16]=1.[C:31]([CH2:33][C:34](O)=[O:35])#[N:32].N1(C(N2C=CN=C2)=O)C=CN=C1. The catalyst is ClCCl. The product is [NH2:24][C:22]1[N:21]=[CH:20][N:19]=[C:18]2[N:17]([C@@H:25]3[CH2:30][CH2:29][CH2:28][N:27]([C:34](=[O:35])[CH2:33][C:31]#[N:32])[CH2:26]3)[N:16]=[C:15]([C:3]3[CH:4]=[CH:5][C:6]([O:8][C:9]4[CH:14]=[CH:13][CH:12]=[CH:11][CH:10]=4)=[CH:7][C:2]=3[F:1])[C:23]=12. The yield is 0.450. (4) The reactants are CC1C=CC(S([O:11][CH2:12][C@@H:13]2[CH2:18][O:17][C@@H:16]([C@@H:19]3[O:23][N:22]=[C:21]([C:24]4[CH:29]=[C:28]([C:30](=[O:42])[NH:31][CH2:32][C:33]5[CH:38]=[CH:37][C:36]([F:39])=[C:35]([O:40][CH3:41])[CH:34]=5)[N:27]=[C:26]([CH3:43])[N:25]=4)[CH2:20]3)[CH2:15][O:14]2)(=O)=O)=CC=1.O.[OH-].[Na+]. The catalyst is C([O-])(=O)C.C([N+](CCCC)(CCCC)CCCC)CCC.CN(C=O)C.CCOC(C)=O. The product is [F:39][C:36]1[CH:37]=[CH:38][C:33]([CH2:32][NH:31][C:30]([C:28]2[CH:29]=[C:24]([C:21]3[CH2:20][C@H:19]([C@H:16]4[CH2:15][O:14][C@H:13]([CH2:12][OH:11])[CH2:18][O:17]4)[O:23][N:22]=3)[N:25]=[C:26]([CH3:43])[N:27]=2)=[O:42])=[CH:34][C:35]=1[O:40][CH3:41]. The yield is 0.610. (5) The yield is 0.940. The reactants are [F:1][C:2]1[C:7]([NH2:8])=[CH:6][CH:5]=[C:4]([F:9])[C:3]=1[NH:10][C:11]1[C:16]([C:17]2[N:25]=[CH:24][N:23]=[C:22]3[C:18]=2[N:19]=[CH:20][N:21]3[CH:26]2[CH2:31][CH2:30][CH2:29][CH2:28][O:27]2)=[CH:15][CH:14]=[CH:13][N:12]=1.[CH3:32][C:33]1[O:37][C:36]([C:38]([F:41])([F:40])[F:39])=[C:35]([S:42](Cl)(=[O:44])=[O:43])[CH:34]=1.N1C=CC=CC=1. The catalyst is ClCCl. The product is [F:1][C:2]1[C:3]([NH:10][C:11]2[C:16]([C:17]3[N:25]=[CH:24][N:23]=[C:22]4[C:18]=3[N:19]=[CH:20][N:21]4[CH:26]3[CH2:31][CH2:30][CH2:29][CH2:28][O:27]3)=[CH:15][CH:14]=[CH:13][N:12]=2)=[C:4]([F:9])[CH:5]=[CH:6][C:7]=1[NH:8][S:42]([C:35]1[CH:34]=[C:33]([CH3:32])[O:37][C:36]=1[C:38]([F:41])([F:39])[F:40])(=[O:44])=[O:43]. (6) The reactants are [Cl:1][C:2]1[CH:3]=[C:4]([S:9]([O-:12])(=[O:11])=O)[CH:5]=[C:6]([Cl:8])[CH:7]=1.C(N(CC)CC)C.[N:20]1([C:26]([O:28][C:29]([CH3:32])([CH3:31])[CH3:30])=[O:27])[CH2:25][CH2:24][NH:23][CH2:22][CH2:21]1. The catalyst is ClCCl.C(OCC)(=O)C. The product is [Cl:8][C:6]1[CH:5]=[C:4]([S:9]([N:23]2[CH2:22][CH2:21][N:20]([C:26]([O:28][C:29]([CH3:32])([CH3:31])[CH3:30])=[O:27])[CH2:25][CH2:24]2)(=[O:11])=[O:12])[CH:3]=[C:2]([Cl:1])[CH:7]=1. The yield is 0.810. (7) The reactants are [NH:1]1[C:9]2[C:4](=[CH:5][CH:6]=[C:7]([C:10]([OH:12])=O)[CH:8]=2)[CH:3]=[CH:2]1.[NH:13]1[CH2:18][CH2:17][CH2:16][C@@H:15]2[C:19]3[CH:20]=[CH:21][CH:22]=[CH:23][C:24]=3[CH2:25][C@H:14]12.F[P-](F)(F)(F)(F)F.N1(OC(N(C)C)=[N+](C)C)C2N=CC=CC=2N=N1. No catalyst specified. The product is [N:13]1([C:10]([C:7]2[CH:8]=[C:9]3[C:4]([CH:3]=[CH:2][NH:1]3)=[CH:5][CH:6]=2)=[O:12])[CH2:18][CH2:17][CH2:16][C@@H:15]2[C:19]3[CH:20]=[CH:21][CH:22]=[CH:23][C:24]=3[CH2:25][C@H:14]12. The yield is 0.410. (8) The reactants are [C:1]([O:10]C)(=O)[C:2]1[C:3](=[CH:5][CH:6]=[CH:7][CH:8]=1)[SH:4].[C:12]([C:14]1[CH:19]=[CH:18][CH:17]=[C:16]([Cl:20])[N:15]=1)#[N:13].C(N(CC)CC)C. The catalyst is C1(C)C=CC=CC=1. The product is [Cl:20][C:16]1[N:15]=[C:14]([C:12]2[S:4][C:3]3[CH:5]=[CH:6][CH:7]=[CH:8][C:2]=3[C:1](=[O:10])[N:13]=2)[CH:19]=[CH:18][CH:17]=1. The yield is 0.370. (9) The reactants are [NH:1]1[CH2:5][CH2:4][CH2:3][C:2]1=[O:6].[CH:7]1[CH:8]=[CH:9][C:10](P([C:7]2[C:12]([C:7]3[C:12](P([C:7]4[CH:12]=[CH:11][CH:10]=[CH:9][CH:8]=4)[C:7]4[CH:12]=[CH:11][CH:10]=[CH:9][CH:8]=4)=[CH:11][CH:10]=[C:9]4[C:8]=3C=CC=C4)=[C:11]3[C:10](C=CC=C3)=[CH:9][CH:8]=2)[C:7]2[CH:12]=[CH:11][CH:10]=[CH:9][CH:8]=2)=[CH:11][CH:12]=1.C(=O)([O-])[O-].[Cs+].[Cs+].BrC1C=CC=CC=1. The catalyst is C1(C)C=CC=CC=1.C([O-])(=O)C.[Pd+2].C([O-])(=O)C. The product is [C:7]1([N:1]2[CH2:5][CH2:4][CH2:3][C:2]2=[O:6])[CH:8]=[CH:9][CH:10]=[CH:11][CH:12]=1. The yield is 0.240. (10) The reactants are [N:1]1([S:7]([C:10]2[CH:15]=[CH:14][C:13]([C:16]3[CH:21]=[CH:20][N:19]=[C:18]([NH:22][C:23]4[CH:31]=[CH:30][C:26]([C:27](O)=[O:28])=[CH:25][CH:24]=4)[N:17]=3)=[CH:12][CH:11]=2)(=[O:9])=[O:8])[CH2:6][CH2:5][O:4][CH2:3][CH2:2]1.[O:32]1[CH:36]=[CH:35][CH:34]=[C:33]1[C:37]([N:39]1[CH2:44][CH2:43][NH:42][CH2:41][CH2:40]1)=[O:38].CCN=C=NCCCN(C)C.C1C=CC2N(O)N=NC=2C=1. The catalyst is C1COCC1.C(Cl)Cl. The product is [O:32]1[CH:36]=[CH:35][CH:34]=[C:33]1[C:37]([N:39]1[CH2:40][CH2:41][N:42]([C:27]([C:26]2[CH:25]=[CH:24][C:23]([NH:22][C:18]3[N:17]=[C:16]([C:13]4[CH:14]=[CH:15][C:10]([S:7]([N:1]5[CH2:2][CH2:3][O:4][CH2:5][CH2:6]5)(=[O:9])=[O:8])=[CH:11][CH:12]=4)[CH:21]=[CH:20][N:19]=3)=[CH:31][CH:30]=2)=[O:28])[CH2:43][CH2:44]1)=[O:38]. The yield is 0.520.